Dataset: Full USPTO retrosynthesis dataset with 1.9M reactions from patents (1976-2016). Task: Predict the reactants needed to synthesize the given product. (1) Given the product [CH2:1]([O:3][C:4](=[O:17])[C:5]1[CH:10]=[C:9]([C:11]([F:14])([F:13])[F:12])[C:8]([CH:18]=[CH2:19])=[CH:7][C:6]=1[NH2:16])[CH3:2], predict the reactants needed to synthesize it. The reactants are: [CH2:1]([O:3][C:4](=[O:17])[C:5]1[CH:10]=[C:9]([C:11]([F:14])([F:13])[F:12])[C:8](Cl)=[CH:7][C:6]=1[NH2:16])[CH3:2].[CH:18]([B-](F)(F)F)=[CH2:19].[K+].C(=O)([O-])[O-].[K+].[K+].C(OCC)(=O)C. (2) Given the product [CH3:28][C:24]1([CH3:29])[CH2:23][C:22]2([CH2:30][CH2:31][CH2:32][N:20]([CH:17]3[CH2:18][CH2:19][N:14]([C:12]([C:10]4[C:9]5[C:4](=[CH:5][CH:6]=[CH:7][CH:8]=5)[N:3]=[C:2]([N:33]5[CH2:38][CH2:37][CH:36]([C:39]([O:41][CH2:42][CH3:43])=[O:40])[CH2:35][CH2:34]5)[CH:11]=4)=[O:13])[CH2:15][CH2:16]3)[CH2:21]2)[C:26](=[O:27])[O:25]1, predict the reactants needed to synthesize it. The reactants are: Br[C:2]1[CH:11]=[C:10]([C:12]([N:14]2[CH2:19][CH2:18][CH:17]([N:20]3[CH2:32][CH2:31][CH2:30][C:22]4([C:26](=[O:27])[O:25][C:24]([CH3:29])([CH3:28])[CH2:23]4)[CH2:21]3)[CH2:16][CH2:15]2)=[O:13])[C:9]2[C:4](=[CH:5][CH:6]=[CH:7][CH:8]=2)[N:3]=1.[NH:33]1[CH2:38][CH2:37][CH:36]([C:39]([O:41][CH2:42][CH3:43])=[O:40])[CH2:35][CH2:34]1.C(=O)([O-])[O-].[K+].[K+].CS(C)=O. (3) Given the product [NH:2]1[C:3]2[C:4](=[CH:5][CH:6]=[CH:9][CH:10]=2)[CH:13]=[CH:11]1, predict the reactants needed to synthesize it. The reactants are: C[N:2]([CH3:11])[C:3]1[CH:10]=[CH:9][C:6](C=O)=[CH:5][CH:4]=1.Cl.[CH2:13](O)C. (4) Given the product [NH2:12][CH:9]1[CH2:8][CH2:7][CH:6]([C:4]([N:3]([CH3:20])[CH3:2])=[O:5])[CH2:11][CH2:10]1.[ClH:1], predict the reactants needed to synthesize it. The reactants are: [ClH:1].[CH3:2][N:3]([CH3:20])[C:4]([CH:6]1[CH2:11][CH2:10][CH:9]([NH:12]C(=O)OC(C)(C)C)[CH2:8][CH2:7]1)=[O:5]. (5) Given the product [CH3:24][CH2:25][CH2:26][CH2:27][CH2:28][CH2:29][CH2:30][CH2:31][N:32]1[S:37][C:36]([Cl:38])=[C:35]([Cl:39])[C:33]1=[O:34].[CH3:14][CH2:19][CH2:18][CH2:17][O:34][CH2:33][CH2:35][OH:1], predict the reactants needed to synthesize it. The reactants are: [OH2:1].C([C:14]1[CH:19]=[CH:18][CH:17]=CC=1S(O)(=O)=O)CCCCCCCCCCC.[CH3:24][CH2:25][CH2:26][CH2:27][CH2:28][CH2:29][CH2:30][CH2:31][N:32]1[S:37][C:36]([Cl:38])=[C:35]([Cl:39])[C:33]1=[O:34]. (6) Given the product [OH:60][C:53]1[C:52]([CH2:51][NH:50][C:18]([C:12]2[CH:11]=[CH:10][C:9]3[CH:8]([O:1][C:2]4[CH:3]=[CH:4][CH:5]=[CH:6][CH:7]=4)[CH2:17][CH2:16][CH2:15][C:14]=3[CH:13]=2)=[O:20])=[C:57]([CH3:58])[CH:56]=[C:55]([CH3:59])[N:54]=1, predict the reactants needed to synthesize it. The reactants are: [O:1]([CH:8]1[CH2:17][CH2:16][CH2:15][C:14]2[CH:13]=[C:12]([C:18]([OH:20])=O)[CH:11]=[CH:10][C:9]1=2)[C:2]1[CH:7]=[CH:6][CH:5]=[CH:4][CH:3]=1.Cl.C(N=C=NCCCN(C)C)C.ON1C2C=CC=CC=2N=N1.C(N(CC)CC)C.[NH2:50][CH2:51][C:52]1[C:53]([OH:60])=[N:54][C:55]([CH3:59])=[CH:56][C:57]=1[CH3:58]. (7) Given the product [CH2:1]([C:8]1([N:17]([CH3:19])[CH3:18])[CH2:13][CH2:12][CH:11]([N:14]([CH2:15][CH3:16])[C:27](=[O:34])[C:28]2[CH:33]=[CH:32][CH:31]=[CH:30][CH:29]=2)[CH2:10][CH2:9]1)[C:2]1[CH:7]=[CH:6][CH:5]=[CH:4][CH:3]=1.[ClH:35].[CH2:1]([C:8]1([N:17]([CH3:19])[CH3:18])[CH2:13][CH2:12][CH:11]([N:14]([CH2:15][CH3:16])[C:27](=[O:34])[C:28]2[CH:33]=[CH:32][CH:31]=[CH:30][CH:29]=2)[CH2:10][CH2:9]1)[C:2]1[CH:7]=[CH:6][CH:5]=[CH:4][CH:3]=1, predict the reactants needed to synthesize it. The reactants are: [CH2:1]([C:8]1([N:17]([CH3:19])[CH3:18])[CH2:13][CH2:12][CH:11]([NH:14][CH2:15][CH3:16])[CH2:10][CH2:9]1)[C:2]1[CH:7]=[CH:6][CH:5]=[CH:4][CH:3]=1.C(N(CC)CC)C.[C:27]([Cl:35])(=[O:34])[C:28]1[CH:33]=[CH:32][CH:31]=[CH:30][CH:29]=1.[OH-].[K+].